Task: Regression/Classification. Given a drug SMILES string, predict its absorption, distribution, metabolism, or excretion properties. Task type varies by dataset: regression for continuous measurements (e.g., permeability, clearance, half-life) or binary classification for categorical outcomes (e.g., BBB penetration, CYP inhibition). Dataset: cyp2c19_veith.. Dataset: CYP2C19 inhibition data for predicting drug metabolism from PubChem BioAssay (1) The molecule is Cn1cccc1C(=O)N1CCC2(CC1)CN(Cc1ccc(C#N)cc1)C2. The result is 0 (non-inhibitor). (2) The drug is CCn1c(C)nc2cc(C(=O)NNS(=O)(=O)c3ccccc3F)ccc21. The result is 0 (non-inhibitor).